Dataset: NCI-60 drug combinations with 297,098 pairs across 59 cell lines. Task: Regression. Given two drug SMILES strings and cell line genomic features, predict the synergy score measuring deviation from expected non-interaction effect. (1) Drug 1: C1CCN(CC1)CCOC2=CC=C(C=C2)C(=O)C3=C(SC4=C3C=CC(=C4)O)C5=CC=C(C=C5)O. Drug 2: C(=O)(N)NO. Cell line: K-562. Synergy scores: CSS=3.85, Synergy_ZIP=0.655, Synergy_Bliss=0.0281, Synergy_Loewe=-13.0, Synergy_HSA=-9.88. (2) Drug 1: C1CN1C2=NC(=NC(=N2)N3CC3)N4CC4. Drug 2: CCN(CC)CCCC(C)NC1=C2C=C(C=CC2=NC3=C1C=CC(=C3)Cl)OC. Cell line: K-562. Synergy scores: CSS=44.3, Synergy_ZIP=-0.660, Synergy_Bliss=-2.04, Synergy_Loewe=-5.68, Synergy_HSA=-1.30. (3) Drug 1: CN(CC1=CN=C2C(=N1)C(=NC(=N2)N)N)C3=CC=C(C=C3)C(=O)NC(CCC(=O)O)C(=O)O. Drug 2: CC1=C(C=C(C=C1)NC(=O)C2=CC=C(C=C2)CN3CCN(CC3)C)NC4=NC=CC(=N4)C5=CN=CC=C5. Cell line: SK-OV-3. Synergy scores: CSS=6.55, Synergy_ZIP=2.29, Synergy_Bliss=-0.0514, Synergy_Loewe=-44.4, Synergy_HSA=-2.91. (4) Drug 1: C1=NC2=C(N1)C(=S)N=CN2. Drug 2: CC1=C(C(=O)C2=C(C1=O)N3CC4C(C3(C2COC(=O)N)OC)N4)N. Cell line: IGROV1. Synergy scores: CSS=14.9, Synergy_ZIP=-5.17, Synergy_Bliss=-0.286, Synergy_Loewe=-4.05, Synergy_HSA=0.372. (5) Drug 2: CC1CCC2CC(C(=CC=CC=CC(CC(C(=O)C(C(C(=CC(C(=O)CC(OC(=O)C3CCCCN3C(=O)C(=O)C1(O2)O)C(C)CC4CCC(C(C4)OC)O)C)C)O)OC)C)C)C)OC. Cell line: CAKI-1. Synergy scores: CSS=59.4, Synergy_ZIP=-1.64, Synergy_Bliss=-1.93, Synergy_Loewe=6.26, Synergy_HSA=8.35. Drug 1: CC1=C2C(C(=O)C3(C(CC4C(C3C(C(C2(C)C)(CC1OC(=O)C(C(C5=CC=CC=C5)NC(=O)OC(C)(C)C)O)O)OC(=O)C6=CC=CC=C6)(CO4)OC(=O)C)OC)C)OC. (6) Drug 1: C1=CN(C(=O)N=C1N)C2C(C(C(O2)CO)O)O.Cl. Drug 2: CN(C(=O)NC(C=O)C(C(C(CO)O)O)O)N=O. Cell line: SW-620. Synergy scores: CSS=36.5, Synergy_ZIP=-3.34, Synergy_Bliss=0.888, Synergy_Loewe=-30.2, Synergy_HSA=2.08. (7) Drug 1: CC1=CC2C(CCC3(C2CCC3(C(=O)C)OC(=O)C)C)C4(C1=CC(=O)CC4)C. Drug 2: CN(C)N=NC1=C(NC=N1)C(=O)N. Cell line: BT-549. Synergy scores: CSS=2.32, Synergy_ZIP=2.82, Synergy_Bliss=5.89, Synergy_Loewe=3.13, Synergy_HSA=3.43.